This data is from Forward reaction prediction with 1.9M reactions from USPTO patents (1976-2016). The task is: Predict the product of the given reaction. (1) Given the reactants Cl[C:2]1[C:11]([CH3:12])=[C:10]([Cl:13])[C:9]2[C:4](=[CH:5][C:6]([F:15])=[CH:7][C:8]=2[F:14])[N:3]=1.[CH3:16][C@H:17]1[NH:22][CH2:21][CH2:20][N:19]([C:23]([O:25][C:26]([CH3:29])([CH3:28])[CH3:27])=[O:24])[CH2:18]1.C1CCN2C(=NCCC2)CC1, predict the reaction product. The product is: [Cl:13][C:10]1[C:9]2[C:4](=[CH:5][C:6]([F:15])=[CH:7][C:8]=2[F:14])[N:3]=[C:2]([N:22]2[CH2:21][CH2:20][N:19]([C:23]([O:25][C:26]([CH3:29])([CH3:28])[CH3:27])=[O:24])[CH2:18][C@H:17]2[CH3:16])[C:11]=1[CH3:12]. (2) Given the reactants [CH2:1]([C:3]1[CH:8]=[CH:7][C:6]([C:9]2[C:14]([F:15])=[C:13]([F:16])[C:12]([O:17]COCCOC)=[C:11]([CH:24]=O)[CH:10]=2)=[CH:5][CH:4]=1)[CH3:2].[OH-].[Na+].O.[CH3:29][C:30]([CH3:32])=[O:31], predict the reaction product. The product is: [CH2:1]([C:3]1[CH:4]=[CH:5][C:6]([C:9]2[C:14]([F:15])=[C:13]([F:16])[C:12]([OH:17])=[C:11]([CH:24]=[CH:29][C:30](=[O:31])[CH3:32])[CH:10]=2)=[CH:7][CH:8]=1)[CH3:2].